Dataset: Forward reaction prediction with 1.9M reactions from USPTO patents (1976-2016). Task: Predict the product of the given reaction. (1) Given the reactants [CH3:1][Li].[CH3:3][C:4]([CH3:32])([CH3:31])[CH2:5][C:6]1[N:7]=[C:8]([C:17](=[O:30])[CH2:18][C:19]2[CH:24]=[CH:23][C:22]([N:25]3[CH:29]=[CH:28][CH:27]=[N:26]3)=[CH:21][CH:20]=2)[N:9]([S:11]([N:14]([CH3:16])[CH3:15])(=[O:13])=[O:12])[CH:10]=1, predict the reaction product. The product is: [CH3:3][C:4]([CH3:32])([CH3:31])[CH2:5][C:6]1[N:7]=[C:8]([C:17]([OH:30])([CH3:1])[CH2:18][C:19]2[CH:24]=[CH:23][C:22]([N:25]3[CH:29]=[CH:28][CH:27]=[N:26]3)=[CH:21][CH:20]=2)[N:9]([S:11]([N:14]([CH3:16])[CH3:15])(=[O:12])=[O:13])[CH:10]=1. (2) Given the reactants [NH:1]1[CH2:5][CH2:4][CH2:3][CH2:2]1.[CH3:6][O:7][C:8]([C:10]1[CH:11]=[C:12]([CH3:32])[C:13]2[O:19][C:18]3[C:20]([Cl:28])=[CH:21][C:22]([NH:24][CH2:25][CH2:26]Cl)=[CH:23][C:17]=3[CH2:16][S:15](=[O:30])(=[O:29])[C:14]=2[CH:31]=1)=[O:9], predict the reaction product. The product is: [CH3:6][O:7][C:8]([C:10]1[CH:11]=[C:12]([CH3:32])[C:13]2[O:19][C:18]3[C:20]([Cl:28])=[CH:21][C:22]([NH:24][CH2:25][CH2:26][N:1]4[CH2:5][CH2:4][CH2:3][CH2:2]4)=[CH:23][C:17]=3[CH2:16][S:15](=[O:29])(=[O:30])[C:14]=2[CH:31]=1)=[O:9]. (3) Given the reactants [C:1]([NH:5][NH2:6])([CH3:4])([CH3:3])[CH3:2].Cl[C:8](=[CH2:11])[C:9]#[N:10].CC([O-])=O.[Na+], predict the reaction product. The product is: [C:1]([N:5]1[CH:11]=[CH:8][C:9]([NH2:10])=[N:6]1)([CH3:4])([CH3:3])[CH3:2]. (4) Given the reactants [C:1]([O-])([O-])=O.[K+].[K+].IC.C([O:16][C:17]1[C:25]([CH3:26])=[CH:24][C:20]([C:21]([OH:23])=[O:22])=[CH:19][C:18]=1[CH3:27])C1C=CC=CC=1.Cl, predict the reaction product. The product is: [OH:16][C:17]1[C:25]([CH3:26])=[CH:24][C:20]([C:21]([O:23][CH3:1])=[O:22])=[CH:19][C:18]=1[CH3:27]. (5) Given the reactants [NH2:1][C:2]1[CH:7]=[CH:6][C:5]([C:8]([NH:11][C:12](=[O:14])[CH3:13])([CH3:10])[CH3:9])=[CH:4][CH:3]=1.[CH3:15][O:16][C:17]1[CH:18]=[C:19]([CH:23]=[CH:24][C:25]=1[O:26][CH3:27])[C:20](Cl)=[O:21].C(N(CC)CC)C, predict the reaction product. The product is: [C:12]([NH:11][C:8]([C:5]1[CH:4]=[CH:3][C:2]([NH:1][C:20](=[O:21])[C:19]2[CH:23]=[CH:24][C:25]([O:26][CH3:27])=[C:17]([O:16][CH3:15])[CH:18]=2)=[CH:7][CH:6]=1)([CH3:10])[CH3:9])(=[O:14])[CH3:13]. (6) Given the reactants [CH2:1]1[C:5]2([CH2:9][CH2:8][CH2:7][CH2:6]2)[CH2:4][N:3]=[N:2]1.[CH2:10]([N:12]=[C:13]=[S:14])[CH3:11], predict the reaction product. The product is: [CH2:10]([NH:12][C:13]([N:2]1[N:3]=[CH:4][C:5]2([CH2:9][CH2:8][CH2:7][CH2:6]2)[CH2:1]1)=[S:14])[CH3:11]. (7) The product is: [NH2:7][CH:8]([CH2:27][C:28]1[CH:29]=[CH:30][C:31]([Cl:34])=[CH:32][CH:33]=1)[C:9]([N:11]1[CH2:12][CH2:13][N:14]([C:17]2[C:18]3[S:25][C:24]([I:26])=[CH:23][C:19]=3[N:20]=[CH:21][N:22]=2)[CH2:15][CH2:16]1)=[O:10]. Given the reactants C(OC(=O)[NH:7][CH:8]([CH2:27][C:28]1[CH:33]=[CH:32][C:31]([Cl:34])=[CH:30][CH:29]=1)[C:9]([N:11]1[CH2:16][CH2:15][N:14]([C:17]2[C:18]3[S:25][C:24]([I:26])=[CH:23][C:19]=3[N:20]=[CH:21][N:22]=2)[CH2:13][CH2:12]1)=[O:10])(C)(C)C.Cl, predict the reaction product. (8) Given the reactants Cl[CH2:2][CH2:3][CH2:4][S:5]([N:8]1[CH2:13][CH2:12][CH:11]([NH:14][C:15]2[N:20]=[C:19]([C:21]3[N:22]([CH:27]([CH3:29])[CH3:28])[C:23]([CH3:26])=[N:24][CH:25]=3)[CH:18]=[CH:17][N:16]=2)[CH2:10][CH2:9]1)(=[O:7])=[O:6].C([O-])(=[O:32])C.[Na+].[I-].[Na+], predict the reaction product. The product is: [CH3:26][C:23]1[N:22]([CH:27]([CH3:29])[CH3:28])[C:21]([C:19]2[CH:18]=[CH:17][N:16]=[C:15]([NH:14][CH:11]3[CH2:12][CH2:13][N:8]([S:5]([CH2:4][CH2:3][CH2:2][OH:32])(=[O:7])=[O:6])[CH2:9][CH2:10]3)[N:20]=2)=[CH:25][N:24]=1. (9) Given the reactants [C:1](/[N:3]=[C:4](\[S:14][CH3:15])/[NH:5][C:6]1[CH:11]=[C:10]([Cl:12])[CH:9]=[C:8]([Cl:13])[CH:7]=1)#[N:2].[H-].[Na+].Br[CH2:19][C:20]1[CH:25]=[CH:24][CH:23]=[CH:22][CH:21]=1, predict the reaction product. The product is: [CH2:19]([N:5]([C:6]1[CH:7]=[C:8]([Cl:13])[CH:9]=[C:10]([Cl:12])[CH:11]=1)/[C:4](/[S:14][CH3:15])=[N:3]/[C:1]#[N:2])[C:20]1[CH:25]=[CH:24][CH:23]=[CH:22][CH:21]=1.